From a dataset of Reaction yield outcomes from USPTO patents with 853,638 reactions. Predict the reaction yield, written as a fraction of the theoretical maximum amount of product (1.0 means a 100% yield; for example, 0.34 means a 34% yield). (1) The reactants are [Cl:1][C:2]1[CH:3]=[C:4]([N:8]2[C:13](=[O:14])[C:12](OS(C3C=CC(C)=CC=3)(=O)=O)=[C:11]([C:26]3[CH:31]=[CH:30][C:29]([S:32]([CH3:35])(=[O:34])=[O:33])=[CH:28][CH:27]=3)[CH:10]=[N:9]2)[CH:5]=[CH:6][CH:7]=1.[CH2:36]([SH:43])[C:37]1[CH:42]=[CH:41][CH:40]=[CH:39][CH:38]=1.O. The catalyst is C1COCC1. The product is [Cl:1][C:2]1[CH:3]=[C:4]([N:8]2[C:13](=[O:14])[C:12]([S:43][CH2:36][C:37]3[CH:42]=[CH:41][CH:40]=[CH:39][CH:38]=3)=[C:11]([C:26]3[CH:31]=[CH:30][C:29]([S:32]([CH3:35])(=[O:34])=[O:33])=[CH:28][CH:27]=3)[CH:10]=[N:9]2)[CH:5]=[CH:6][CH:7]=1. The yield is 0.850. (2) The reactants are [OH:1][CH2:2][C@H:3]1[CH2:7][CH2:6][CH2:5][C@H:4]1[NH:8][C:9]1[C:14]([C:15]([O:17]CC)=[O:16])=[CH:13][N:12]=[C:11]([S:20][CH3:21])[N:10]=1.[OH-].[Na+].C(O)(=O)CC(CC(O)=O)(C(O)=O)O. The catalyst is C(O)C. The product is [OH:1][CH2:2][C@H:3]1[CH2:7][CH2:6][CH2:5][C@H:4]1[NH:8][C:9]1[C:14]([C:15]([OH:17])=[O:16])=[CH:13][N:12]=[C:11]([S:20][CH3:21])[N:10]=1. The yield is 0.960. (3) The reactants are [Br:1][C:2]1[CH:3]=[CH:4][C:5]([OH:19])=[C:6]([C:8]2[N:9]=[C:10]3[CH:15]=[CH:14][CH:13]=[CH:12][N:11]3[C:16]=2[CH:17]=[O:18])[CH:7]=1.[BH4-].[Na+].O. The catalyst is CO. The product is [Br:1][C:2]1[CH:3]=[CH:4][C:5]([OH:19])=[C:6]([C:8]2[N:9]=[C:10]3[CH:15]=[CH:14][CH:13]=[CH:12][N:11]3[C:16]=2[CH2:17][OH:18])[CH:7]=1. The yield is 0.850.